This data is from Forward reaction prediction with 1.9M reactions from USPTO patents (1976-2016). The task is: Predict the product of the given reaction. (1) The product is: [F:25][C:23]1[CH:22]=[C:4]([CH:3]=[C:2]([F:1])[CH:24]=1)[CH2:5][C@H:6]1[CH2:11][C@@H:10]([C:12]2[O:16][NH:15][C:14](=[O:17])[CH:13]=2)[CH2:9][CH2:8][NH:7]1. Given the reactants [F:1][C:2]1[CH:3]=[C:4]([CH:22]=[C:23]([F:25])[CH:24]=1)[CH2:5][C@H:6]1[CH2:11][C@@H:10]([C:12]2[O:16][NH:15][C:14](=[O:17])[CH:13]=2)[CH2:9][CH2:8][N:7]1C(OC)=O.Br, predict the reaction product. (2) Given the reactants [F:1][C:2]([F:34])([F:33])[C:3]1[CH:28]=[C:27]([C:29]([F:32])([F:31])[F:30])[CH:26]=[CH:25][C:4]=1[CH2:5][O:6][C:7]1[CH:12]=[CH:11][C:10](/[CH:13]=[C:14]2\[NH:15][C:16](=[O:22])[N:17]([CH2:20][CH3:21])[C:18]\2=[NH:19])=[CH:9][C:8]=1[O:23][CH3:24].Br[CH2:36][CH3:37].C(=O)([O-])[O-].[K+].[K+], predict the reaction product. The product is: [F:34][C:2]([F:1])([F:33])[C:3]1[CH:28]=[C:27]([C:29]([F:31])([F:30])[F:32])[CH:26]=[CH:25][C:4]=1[CH2:5][O:6][C:7]1[CH:12]=[CH:11][C:10](/[CH:13]=[C:14]2\[N:15]([CH2:36][CH3:37])[C:16](=[O:22])[N:17]([CH2:20][CH3:21])[C:18]\2=[NH:19])=[CH:9][C:8]=1[O:23][CH3:24]. (3) Given the reactants [Cl:1][C:2]1[CH:27]=[C:26]([Cl:28])[CH:25]=[CH:24][C:3]=1[O:4][C:5]1[CH:10]=[CH:9][CH:8]=[CH:7][C:6]=1[NH:11][S:12]([C:15]1[CH:23]=[CH:22][C:18]([C:19](O)=[O:20])=[CH:17][CH:16]=1)(=[O:14])=[O:13].[C:29]([O:33][C:34]([N:36]1[CH2:41][CH2:40][CH:39]([CH2:42][NH2:43])[CH2:38][CH2:37]1)=[O:35])([CH3:32])([CH3:31])[CH3:30], predict the reaction product. The product is: [C:29]([O:33][C:34]([N:36]1[CH2:41][CH2:40][CH:39]([CH2:42][NH:43][C:19](=[O:20])[C:18]2[CH:17]=[CH:16][C:15]([S:12](=[O:13])(=[O:14])[NH:11][C:6]3[CH:7]=[CH:8][CH:9]=[CH:10][C:5]=3[O:4][C:3]3[CH:24]=[CH:25][C:26]([Cl:28])=[CH:27][C:2]=3[Cl:1])=[CH:23][CH:22]=2)[CH2:38][CH2:37]1)=[O:35])([CH3:32])([CH3:31])[CH3:30]. (4) Given the reactants Br[CH:2]([N+:39]([O-:41])=[O:40])[CH:3]([C:32]1[CH:37]=[CH:36][C:35]([F:38])=[CH:34][CH:33]=1)[CH:4]([C:26]1[N:30]([CH3:31])[N:29]=[CH:28][N:27]=1)[C:5]([C:7]1[C:16]([NH:17][C:18]([O:20][C:21]([CH3:24])([CH3:23])[CH3:22])=[O:19])=[CH:15][C:14]([F:25])=[CH:13][C:8]=1[C:9]([O:11][CH3:12])=[O:10])=[O:6].[H-].[Na+].O, predict the reaction product. The product is: [F:25][C:14]1[CH:13]=[C:8]([C:9]([O:11][CH3:12])=[O:10])[C:7]2[C:5](=[O:6])[CH:4]([C:26]3[N:30]([CH3:31])[N:29]=[CH:28][N:27]=3)[CH:3]([C:32]3[CH:33]=[CH:34][C:35]([F:38])=[CH:36][CH:37]=3)[CH:2]([N+:39]([O-:41])=[O:40])[N:17]([C:18]([O:20][C:21]([CH3:22])([CH3:24])[CH3:23])=[O:19])[C:16]=2[CH:15]=1.